Dataset: Reaction yield outcomes from USPTO patents with 853,638 reactions. Task: Predict the reaction yield, written as a fraction of the theoretical maximum amount of product (1.0 means a 100% yield; for example, 0.34 means a 34% yield). (1) The product is [C:1]([O:5][C:6]([NH:8][C@H:9]([CH2:20][C:21]1[CH:26]=[C:25]([F:27])[C:24]([F:28])=[CH:23][C:22]=1[F:29])[CH2:10][C:11]([OH:13])=[O:12])=[O:7])([CH3:4])([CH3:2])[CH3:3]. The reactants are [C:1]([O:5][C:6]([NH:8][C@H:9]([CH2:20][C:21]1[CH:26]=[C:25]([F:27])[C:24]([F:28])=[CH:23][C:22]=1[F:29])[CH2:10][C:11]([O:13]C1CCCCC1)=[O:12])=[O:7])([CH3:4])([CH3:3])[CH3:2].C(=O)([O-])[O-].[K+].[K+].Cl. The yield is 0.900. The catalyst is O. (2) The reactants are C(OC([N:8]([C:13]1[C:21]2[C:16](=[CH:17][CH:18]=[CH:19][CH:20]=2)[N:15]([CH2:22][C:23]([O:25][C@H:26]([C:37]2[CH:42]=[CH:41][C:40]([O:43][CH:44]([F:46])[F:45])=[C:39]([O:47][CH2:48][CH:49]3[CH2:51][CH2:50]3)[CH:38]=2)[CH2:27][C:28]2[C:33]([Cl:34])=[CH:32][N+:31]([O-:35])=[CH:30][C:29]=2[Cl:36])=[O:24])[CH:14]=1)[S:9]([CH3:12])(=[O:11])=[O:10])=O)(C)(C)C.Cl.O1CCOCC1. The catalyst is C(Cl)Cl. The product is [Cl:36][C:29]1[CH:30]=[N+:31]([O-:35])[CH:32]=[C:33]([Cl:34])[C:28]=1[CH2:27][C@@H:26]([C:37]1[CH:42]=[CH:41][C:40]([O:43][CH:44]([F:45])[F:46])=[C:39]([O:47][CH2:48][CH:49]2[CH2:51][CH2:50]2)[CH:38]=1)[O:25][C:23](=[O:24])[CH2:22][N:15]1[C:16]2[C:21](=[CH:20][CH:19]=[CH:18][CH:17]=2)[C:13]([NH:8][S:9]([CH3:12])(=[O:11])=[O:10])=[CH:14]1. The yield is 0.810.